Task: Predict which catalyst facilitates the given reaction.. Dataset: Catalyst prediction with 721,799 reactions and 888 catalyst types from USPTO (1) Reactant: [C:1]1([N:7]2[C:11]([C:12]3[CH:17]=[CH:16][CH:15]=[CH:14][CH:13]=3)=[C:10]([CH2:18][C:19](O)=[O:20])[CH:9]=[N:8]2)[CH:6]=[CH:5][CH:4]=[CH:3][CH:2]=1.C([N:29]1[CH2:34][CH2:33][NH:32][C@H:31]([CH2:35][C:36]2[CH:41]=[CH:40][CH:39]=[CH:38][CH:37]=2)[CH2:30]1)C1C=CC=CC=1.CCN=C=NCCCN(C)C.[ClH:53].C1C=CC2N(O)N=NC=2C=1.C(=O)(O)[O-].[Na+]. Product: [ClH:53].[CH2:35]([C@@H:31]1[CH2:30][NH:29][CH2:34][CH2:33][N:32]1[C:19](=[O:20])[CH2:18][C:10]1[CH:9]=[N:8][N:7]([C:1]2[CH:6]=[CH:5][CH:4]=[CH:3][CH:2]=2)[C:11]=1[C:12]1[CH:13]=[CH:14][CH:15]=[CH:16][CH:17]=1)[C:36]1[CH:41]=[CH:40][CH:39]=[CH:38][CH:37]=1. The catalyst class is: 3. (2) Reactant: [CH2:1]([O:3][CH2:4][C:5]1[N:6]([CH2:18][C:19]([CH3:22])([OH:21])[CH3:20])[C:7]2[C:16]3[CH:15]=[CH:14][CH:13]=[CH:12][C:11]=3[N:10]=[CH:9][C:8]=2[N:17]=1)[CH3:2].ClC1C=C(C=CC=1)C(OO)=[O:28]. Product: [CH2:1]([O:3][CH2:4][C:5]1[N:6]([CH2:18][C:19]([CH3:22])([OH:21])[CH3:20])[C:7]2[C:16]3[CH:15]=[CH:14][CH:13]=[CH:12][C:11]=3[N+:10]([O-:28])=[CH:9][C:8]=2[N:17]=1)[CH3:2]. The catalyst class is: 503. (3) Reactant: O1CCCC1.[CH:6]1[CH:11]=[C:10](F)[CH:9]=[C:8]([CH2:13][C@@H:14]([NH2:18])[C:15](O)=[O:16])[CH:7]=1.B. Product: [NH2:18][C@@H:14]([CH2:15][OH:16])[CH2:13][C:8]1[CH:7]=[CH:6][CH:11]=[CH:10][CH:9]=1. The catalyst class is: 5.